From a dataset of Catalyst prediction with 721,799 reactions and 888 catalyst types from USPTO. Predict which catalyst facilitates the given reaction. Reactant: [N:1]([C@H:4]([CH2:21][C:22]1[CH:27]=[C:26]([F:28])[C:25]([F:29])=[CH:24][C:23]=1[F:30])[CH2:5][C:6]([N:8]1[CH2:13][CH2:12][N:11]2[C:14]([C:17]([F:20])([F:19])[F:18])=[N:15][N:16]=[C:10]2[CH2:9]1)=[O:7])=[N+]=[N-].CO.[BH4-].[Na+]. Product: [O:7]=[C:6]([N:8]1[CH2:13][CH2:12][N:11]2[C:14]([C:17]([F:20])([F:19])[F:18])=[N:15][N:16]=[C:10]2[CH2:9]1)[CH2:5][C@H:4]([NH2:1])[CH2:21][C:22]1[CH:27]=[C:26]([F:28])[C:25]([F:29])=[CH:24][C:23]=1[F:30]. The catalyst class is: 386.